From a dataset of Serine/threonine kinase 33 screen with 319,792 compounds. Binary Classification. Given a drug SMILES string, predict its activity (active/inactive) in a high-throughput screening assay against a specified biological target. (1) The molecule is BrC=1C(=O)C(=N/Nc2ccc(S(=O)(=O)N(CC)CC)cc2)/C=C(C1)C. The result is 0 (inactive). (2) The compound is S=C(N(C(C)C)c1ccccc1)Nc1cccnc1. The result is 0 (inactive). (3) The compound is o1c(C(=O)N\C(=C/c2ccc(O)cc2)C(=O)Nc2ccccc2)ccc1. The result is 0 (inactive). (4) The compound is O=C(NC12CC3CC(C1)CC(C2)C3)C(=O)/C=C(/O)c1ccc(cc1)C. The result is 0 (inactive). (5) The molecule is P(Oc1ccccc1)(Oc1ccccc1)(=O)Nc1c(ccc(c1)C)C. The result is 0 (inactive). (6) The drug is Clc1ccc(C(=O)c2sc(nc2c2ccccc2)NC(OCC)=O)cc1. The result is 0 (inactive). (7) The molecule is O(CC(=O)c1c(O)cc(O)cc1)C(=O)COc1ccccc1. The result is 0 (inactive).